This data is from Catalyst prediction with 721,799 reactions and 888 catalyst types from USPTO. The task is: Predict which catalyst facilitates the given reaction. (1) Reactant: [NH2:1][C:2](=[O:36])[CH2:3][O:4][C:5]1[CH:6]=[C:7]2[C:12](=[CH:13][CH:14]=1)[C:11](=[O:15])[N:10]([CH2:16][CH:17]([CH3:19])[CH3:18])[C:9]([CH2:20][NH:21]C(=O)OC(C)(C)C)=[C:8]2[C:29]1[CH:34]=[CH:33][C:32]([F:35])=[CH:31][CH:30]=1.[ClH:37]. Product: [ClH:37].[NH2:21][CH2:20][C:9]1[N:10]([CH2:16][CH:17]([CH3:19])[CH3:18])[C:11](=[O:15])[C:12]2[C:7]([C:8]=1[C:29]1[CH:30]=[CH:31][C:32]([F:35])=[CH:33][CH:34]=1)=[CH:6][C:5]([O:4][CH2:3][C:2]([NH2:1])=[O:36])=[CH:14][CH:13]=2. The catalyst class is: 13. (2) Reactant: Cl[C:2]1[CH:7]=[C:6]([O:8][C:9]2[C:14]([F:15])=[CH:13][C:12]([NH:16][C:17]([C:19]3[C:20](=[O:35])[N:21]([C:28]4[CH:33]=[CH:32][C:31]([F:34])=[CH:30][CH:29]=4)[CH:22]=[CH:23][C:24]=3[O:25][CH2:26][CH3:27])=[O:18])=[C:11]([F:36])[CH:10]=2)[CH:5]=[CH:4][N:3]=1.[CH:37]1([C:40]([NH2:42])=[O:41])[CH2:39][CH2:38]1.C([O-])([O-])=O.[Cs+].[Cs+].CC1(C)C2C(=C(P(C3C=CC=CC=3)C3C=CC=CC=3)C=CC=2)OC2C(P(C3C=CC=CC=3)C3C=CC=CC=3)=CC=CC1=2. Product: [CH:37]1([C:40]([NH:42][C:2]2[CH:7]=[C:6]([O:8][C:9]3[C:14]([F:15])=[CH:13][C:12]([NH:16][C:17]([C:19]4[C:20](=[O:35])[N:21]([C:28]5[CH:33]=[CH:32][C:31]([F:34])=[CH:30][CH:29]=5)[CH:22]=[CH:23][C:24]=4[O:25][CH2:26][CH3:27])=[O:18])=[C:11]([F:36])[CH:10]=3)[CH:5]=[CH:4][N:3]=2)=[O:41])[CH2:39][CH2:38]1. The catalyst class is: 12. (3) Reactant: [CH3:1][O:2][CH:3]1[CH2:8][CH2:7][N:6]([C:9]2[CH:14]=[CH:13][C:12]([N+:15]([O-])=O)=[CH:11][CH:10]=2)[CH2:5][CH2:4]1.Cl[Sn]Cl. Product: [CH3:1][O:2][CH:3]1[CH2:4][CH2:5][N:6]([C:9]2[CH:14]=[CH:13][C:12]([NH2:15])=[CH:11][CH:10]=2)[CH2:7][CH2:8]1. The catalyst class is: 33. (4) Reactant: [CH3:1][C:2]1[NH:3][C:4]2[C:9]([C:10]=1[CH2:11][C:12]1[CH:17]=[CH:16][C:15]([N+:18]([O-:20])=[O:19])=[CH:14][CH:13]=1)=[CH:8][CH:7]=[CH:6][CH:5]=2.C(=O)([O-])[O-].[Cs+].[Cs+].Br[CH2:28][C:29]([O:31][CH2:32][CH3:33])=[O:30]. Product: [CH3:1][C:2]1[N:3]([CH2:28][C:29]([O:31][CH2:32][CH3:33])=[O:30])[C:4]2[C:9]([C:10]=1[CH2:11][C:12]1[CH:17]=[CH:16][C:15]([N+:18]([O-:20])=[O:19])=[CH:14][CH:13]=1)=[CH:8][CH:7]=[CH:6][CH:5]=2. The catalyst class is: 3. (5) Reactant: [F:1][C:2]1[CH:11]=[C:10]2[C:5]([CH:6]=[CH:7][CH:8]=[N:9]2)=[CH:4][C:3]=1[CH:12]([CH3:17])[C:13](OC)=[O:14].O.[NH2:19][NH2:20]. Product: [F:1][C:2]1[CH:11]=[C:10]2[C:5]([CH:6]=[CH:7][CH:8]=[N:9]2)=[CH:4][C:3]=1[CH:12]([CH3:17])[C:13]([NH:19][NH2:20])=[O:14]. The catalyst class is: 5. (6) Reactant: [O:1]1[CH2:5][CH2:4][O:3][CH:2]1[C:6]1[CH:11]=[C:10]([O:12][CH3:13])[CH:9]=[CH:8][C:7]=1[C@H:14]([C:30]1[CH:39]=[CH:38][C:37]2[C:32](=[CH:33][CH:34]=[CH:35][CH:36]=2)[CH:31]=1)[CH2:15]C(N1[C@H](C2C=CC=CC=2)COC1=O)=O.[OH:40]O.[OH-].[Li+].S([O-])([O-])=O.[Na+].[Na+].C1[CH2:54][O:53]CC1. Product: [O:3]1[CH2:4][CH2:5][O:1][CH:2]1[C:6]1[CH:11]=[C:10]([O:12][CH3:13])[CH:9]=[CH:8][C:7]=1[C@H:14]([C:30]1[CH:39]=[CH:38][C:37]2[C:32](=[CH:33][CH:34]=[CH:35][CH:36]=2)[CH:31]=1)[CH2:15][C:54]([OH:53])=[O:40]. The catalyst class is: 6. (7) Reactant: O.NN.[C:4]([O:8][CH2:9][CH2:10][CH2:11][O:12][N:13]1C(=O)C2C(=CC=CC=2)C1=O)([CH3:7])([CH3:6])[CH3:5].CO. Product: [C:4]([O:8][CH2:9][CH2:10][CH2:11][O:12][NH2:13])([CH3:7])([CH3:6])[CH3:5]. The catalyst class is: 2.